This data is from Full USPTO retrosynthesis dataset with 1.9M reactions from patents (1976-2016). The task is: Predict the reactants needed to synthesize the given product. (1) The reactants are: C(OC1[CH:14]=[CH:13][N:12]([C:15]2[CH:20]=[CH:19][C:18](O)=CC=2)C(=O)C=1)C1C=CC=CC=1.[F:23][C:24]1[CH:45]=[CH:44][C:27]([CH2:28][O:29][C:30]2[CH:35]=[CH:34][N:33]([C:36]3[CH:41]=[CH:40][C:39]([OH:42])=[CH:38][CH:37]=3)[C:32](=[O:43])[N:31]=2)=[CH:26][CH:25]=1. Given the product [F:23][C:24]1[CH:25]=[CH:26][C:27]([CH2:28][O:29][C:30]2[CH:35]=[CH:34][N:33]([C:36]3[CH:41]=[CH:40][C:39]([O:42][CH2:14][CH2:13][N:12]4[CH2:15][CH2:20][CH2:19][CH2:18]4)=[CH:38][CH:37]=3)[C:32](=[O:43])[N:31]=2)=[CH:44][CH:45]=1, predict the reactants needed to synthesize it. (2) Given the product [Br:22][C:10]1[O:9][C:8]([C:5]2[CH:4]=[CH:3][C:2]([F:1])=[CH:7][CH:6]=2)=[N:12][C:11]=1[C:13]1[CH:14]=[C:15]([O:20][CH3:21])[C:16]([NH2:19])=[N:17][CH:18]=1, predict the reactants needed to synthesize it. The reactants are: [F:1][C:2]1[CH:7]=[CH:6][C:5]([C:8]2[O:9][CH:10]=[C:11]([C:13]3[CH:14]=[C:15]([O:20][CH3:21])[C:16]([NH2:19])=[N:17][CH:18]=3)[N:12]=2)=[CH:4][CH:3]=1.[Br:22]Br. (3) Given the product [F:37][C:17]([F:16])([F:36])[C:18]([C:20]1[CH:21]=[C:22]2[C:26](=[CH:27][CH:28]=1)[N:25]([C:29]1[CH:34]=[CH:33][C:32]([F:35])=[CH:31][CH:30]=1)[N:24]=[CH:23]2)([C:2]1[CH:7]=[N:6][C:5]([O:8][CH3:9])=[C:4]([CH3:10])[CH:3]=1)[OH:19], predict the reactants needed to synthesize it. The reactants are: Br[C:2]1[CH:3]=[C:4]([CH3:10])[C:5]([O:8][CH3:9])=[N:6][CH:7]=1.C([Li])CCC.[F:16][C:17]([F:37])([F:36])[C:18]([C:20]1[CH:21]=[C:22]2[C:26](=[CH:27][CH:28]=1)[N:25]([C:29]1[CH:34]=[CH:33][C:32]([F:35])=[CH:31][CH:30]=1)[N:24]=[CH:23]2)=[O:19]. (4) Given the product [C:1]1([C:7]([C:13]2[CH:18]=[CH:17][CH:16]=[CH:15][CH:14]=2)=[N:8][N:9]([CH3:12])/[C:10](=[N:20]\[OH:21])/[NH2:11])[CH:2]=[CH:3][CH:4]=[CH:5][CH:6]=1, predict the reactants needed to synthesize it. The reactants are: [C:1]1([C:7]([C:13]2[CH:18]=[CH:17][CH:16]=[CH:15][CH:14]=2)=[N:8][N:9]([CH3:12])[C:10]#[N:11])[CH:6]=[CH:5][CH:4]=[CH:3][CH:2]=1.Cl.[NH2:20][OH:21].C(O[Na])(C)=O.